From a dataset of Forward reaction prediction with 1.9M reactions from USPTO patents (1976-2016). Predict the product of the given reaction. (1) Given the reactants N12CCCN=C1CCCCC2.[CH2:12]([O:15][C:16](=[O:26])[CH2:17][C:18]1[CH:23]=[C:22]([Br:24])[CH:21]=[CH:20][C:19]=1[F:25])[CH:13]=[CH2:14].C(NC1C=CC(S([N:40]=[N+:41]=[N-])(=O)=O)=CC=1)(=O)C, predict the reaction product. The product is: [CH2:12]([O:15][C:16](=[O:26])[C:17]([C:18]1[CH:23]=[C:22]([Br:24])[CH:21]=[CH:20][C:19]=1[F:25])=[N+:40]=[N-:41])[CH:13]=[CH2:14]. (2) Given the reactants C(N1C=CN=C1)(N1C=CN=C1)=O.[F:13][C:14]([F:19])([CH3:18])[C:15](O)=[O:16].[Br:20][C:21]1[CH:22]=[C:23]([N:27]2[C:35]3[C:30](=[CH:31][C:32]([O:36][C@H:37]([C:46]4[CH:47]=[N:48][C:49]([O:52][CH3:53])=[CH:50][CH:51]=4)[C@@H:38]([NH2:45])[CH2:39][O:40][C:41]([CH3:44])([CH3:43])[CH3:42])=[CH:33][CH:34]=3)[CH:29]=[N:28]2)[CH:24]=[CH:25][CH:26]=1.O, predict the reaction product. The product is: [Br:20][C:21]1[CH:22]=[C:23]([N:27]2[C:35]3[C:30](=[CH:31][C:32]([O:36][C@H:37]([C:46]4[CH:47]=[N:48][C:49]([O:52][CH3:53])=[CH:50][CH:51]=4)[C@@H:38]([NH:45][C:15](=[O:16])[C:14]([F:19])([F:13])[CH3:18])[CH2:39][O:40][C:41]([CH3:44])([CH3:43])[CH3:42])=[CH:33][CH:34]=3)[CH:29]=[N:28]2)[CH:24]=[CH:25][CH:26]=1. (3) Given the reactants [Al].O.[CH:3]1[C:12]2[C:6]([CH:7]=[CH:8][CH:9]=[CH:10][CH:11]=2)=[CH:5][C:4]=1CC1C=CC(O)=C([C@@H]2O[C@H](CO)[C@@H](O)[C@H](O)[C@H]2O)C=1, predict the reaction product. The product is: [CH:3]1[C:12]2[C:6]([CH:7]=[CH:8][CH:9]=[CH:10][CH:11]=2)=[CH:5][CH:4]=1. (4) Given the reactants Cl[C:2]1[N:6]([CH3:7])[N:5]=[CH:4][C:3]=1[N+:8]([O-:10])=[O:9].Cl.[F:12][CH:13]1[CH2:18][CH2:17][CH2:16][NH:15][CH2:14]1, predict the reaction product. The product is: [F:12][CH:13]1[CH2:18][CH2:17][CH2:16][N:15]([C:2]2[N:6]([CH3:7])[N:5]=[CH:4][C:3]=2[N+:8]([O-:10])=[O:9])[CH2:14]1. (5) Given the reactants [NH2:1][C:2]1[C:6]([C:7]([O:9][CH2:10][CH3:11])=[O:8])=[CH:5][N:4]([CH2:12][C:13]2[CH:18]=[CH:17][C:16]([O:19][CH3:20])=[CH:15][CH:14]=2)[N:3]=1.[CH3:21][N:22]1[CH:26]=[CH:25][C:24]([CH:27]=O)=[N:23]1.CC(O)=O.[BH-](OC(C)=O)(OC(C)=O)OC(C)=O.[Na+], predict the reaction product. The product is: [CH3:20][O:19][C:16]1[CH:15]=[CH:14][C:13]([CH2:12][N:4]2[CH:5]=[C:6]([C:7]([O:9][CH2:10][CH3:11])=[O:8])[C:2]([NH:1][CH2:27][C:24]3[CH:25]=[CH:26][N:22]([CH3:21])[N:23]=3)=[N:3]2)=[CH:18][CH:17]=1. (6) Given the reactants Cl.C(N=C=NCCCN(C)C)C.[S:13]1[CH2:17][CH2:16][N:15]([C:18]([NH:20][C:21]2([C:27]([OH:29])=O)[CH2:26][CH2:25][CH2:24][CH2:23][CH2:22]2)=[O:19])[CH2:14]1.[NH2:30][C@@H:31]([CH:45]([CH3:47])[CH3:46])[C@H:32]([OH:44])[C:33]([NH:35][C@H:36]1[CH2:42][CH2:41][CH2:40][CH2:39][NH:38][C:37]1=[O:43])=[O:34].C(N(CC)CC)C.ON1C2C=CC=CC=2N=N1, predict the reaction product. The product is: [O:43]=[C:37]1[C@@H:36]([NH:35][C:33](=[O:34])[C@@H:32]([OH:44])[C@@H:31]([NH:30][C:27]([C:21]2([NH:20][C:18]([N:15]3[CH2:16][CH2:17][S:13][CH2:14]3)=[O:19])[CH2:22][CH2:23][CH2:24][CH2:25][CH2:26]2)=[O:29])[CH:45]([CH3:47])[CH3:46])[CH2:42][CH2:41][CH2:40][CH2:39][NH:38]1.